This data is from Full USPTO retrosynthesis dataset with 1.9M reactions from patents (1976-2016). The task is: Predict the reactants needed to synthesize the given product. (1) Given the product [I:1][CH2:2][C:3]1[N:4]=[C:5]([C:14]2[CH:19]=[CH:18][CH:17]=[C:16]([O:32][CH3:27])[CH:15]=2)[O:6][C:7]=1[C:8]1[CH:13]=[CH:12][CH:11]=[CH:10][CH:9]=1, predict the reactants needed to synthesize it. The reactants are: [I:1][CH2:2][C:3]1[N:4]=[C:5]([C:14]2[CH:19]=[CH:18][C:17](C)=[CH:16][CH:15]=2)[O:6][C:7]=1[C:8]1[CH:13]=[CH:12][CH:11]=[CH:10][CH:9]=1.C1([C:27](=[O:32])C(=NO)C)C=CC=CC=1.C(=O)C1C=CC=C(OC)C=1. (2) Given the product [F:31][C:28]1[CH:29]=[CH:30][C:25]([C:23]2[N:22]=[CH:21][N:20]=[C:19]([NH:18][C:17]([CH:14]3[CH2:15][CH2:16][NH:11][CH2:12][CH2:13]3)=[O:34])[CH:24]=2)=[C:26]([O:32][CH3:33])[CH:27]=1, predict the reactants needed to synthesize it. The reactants are: C(OC([N:11]1[CH2:16][CH2:15][CH:14]([C:17](=[O:34])[NH:18][C:19]2[CH:24]=[C:23]([C:25]3[CH:30]=[CH:29][C:28]([F:31])=[CH:27][C:26]=3[O:32][CH3:33])[N:22]=[CH:21][N:20]=2)[CH2:13][CH2:12]1)=O)C1C=CC=CC=1. (3) Given the product [CH3:48][C:47]([CH3:50])([CH3:49])[CH2:46][C@H:41]([NH:40][C:37]([C:25]1[CH:24]=[CH:23][C:22]([CH:19]2[CH2:20][CH2:21]2)=[C:27]([O:28][CH2:29][C:30]([F:35])([F:36])[C:31]([F:32])([F:33])[F:34])[N:26]=1)=[O:38])[C:42](=[O:43])[NH:44][CH3:45], predict the reactants needed to synthesize it. The reactants are: FC(F)(C(F)(F)F)COC1N=C(C(O)=O)C=CC=1.[CH:19]1([C:22]2[CH:23]=[CH:24][C:25]([C:37](O)=[O:38])=[N:26][C:27]=2[O:28][CH2:29][C:30]([F:36])([F:35])[C:31]([F:34])([F:33])[F:32])[CH2:21][CH2:20]1.[NH2:40][C@@H:41]([CH2:46][C:47]([CH3:50])([CH3:49])[CH3:48])[C:42]([NH:44][CH3:45])=[O:43]. (4) Given the product [C:1]([O:5][C:6](=[O:33])[NH:7][CH2:8][CH2:9][CH2:10][N:11]1[C:20]2[CH:19]=[CH:18][C:17]([N:53]3[CH2:48][CH2:49][CH2:50][CH2:55]3)=[CH:16][C:15]=2[C:14]2=[N:22][N:23]([CH:26]3[CH2:31][CH2:30][CH2:29][CH2:28][O:27]3)[C:24]([CH3:25])=[C:13]2[C:12]1=[O:32])([CH3:4])([CH3:3])[CH3:2], predict the reactants needed to synthesize it. The reactants are: [C:1]([O:5][C:6](=[O:33])[NH:7][CH2:8][CH2:9][CH2:10][N:11]1[C:20]2[CH:19]=[CH:18][C:17](Br)=[CH:16][C:15]=2[C:14]2=[N:22][N:23]([CH:26]3[CH2:31][CH2:30][CH2:29][CH2:28][O:27]3)[C:24]([CH3:25])=[C:13]2[C:12]1=[O:32])([CH3:4])([CH3:3])[CH3:2].C1(P(C2CCCCC2)C2C=CC=CC=2C2C=C[CH:50]=[CH:49][C:48]=2[N:53]([CH3:55])C)CCCCC1.CC(C)([O-])C.[Na+].N1CCCC1. (5) Given the product [Cl:1][C:2]1[N:7]=[C:6]([N:8]([C:24]([O:26][C:27]([CH3:28])([CH3:30])[CH3:29])=[O:25])[N:9]([C:17]([O:19][C:20]([CH3:21])([CH3:22])[CH3:23])=[O:18])[C:10]([O:12][C:13]([CH3:15])([CH3:16])[CH3:14])=[O:11])[C:5]([F:31])=[C:4]([NH:46][CH2:45][C:42]2[CH:43]=[CH:44][S:40][CH:41]=2)[N:3]=1, predict the reactants needed to synthesize it. The reactants are: [Cl:1][C:2]1[N:7]=[C:6]([N:8]([C:24]([O:26][C:27]([CH3:30])([CH3:29])[CH3:28])=[O:25])[N:9]([C:17]([O:19][C:20]([CH3:23])([CH3:22])[CH3:21])=[O:18])[C:10]([O:12][C:13]([CH3:16])([CH3:15])[CH3:14])=[O:11])[C:5]([F:31])=[C:4](Cl)[N:3]=1.C(N(CC)CC)C.[S:40]1[CH:44]=[CH:43][C:42]([CH2:45][NH2:46])=[CH:41]1. (6) Given the product [F:1][C:2]1[C:3]([NH:26][C:27]2[CH:32]=[CH:31][C:30]([I:33])=[CH:29][C:28]=2[F:34])=[C:4]([CH:12]=[C:13]([CH2:16][N:17]2[C:22](=[O:25])[CH2:21][CH2:20][CH2:19][O:18]2)[C:14]=1[F:15])[C:5]([NH:7][O:8][CH2:9][CH2:10][OH:11])=[O:6], predict the reactants needed to synthesize it. The reactants are: [F:1][C:2]1[C:3]([NH:26][C:27]2[CH:32]=[CH:31][C:30]([I:33])=[CH:29][C:28]=2[F:34])=[C:4]([CH:12]=[C:13](/[CH:16]=[N:17]/[O:18][CH2:19][CH2:20][CH2:21][C:22](=[O:25])NC)[C:14]=1[F:15])[C:5]([NH:7][O:8][CH2:9][CH2:10][OH:11])=[O:6].ClC(Cl)C(O)=O. (7) The reactants are: C([O:3][C:4]([C:6]1([C:9]2[CH:14]=[CH:13][C:12]([C:15]3[CH:20]=[CH:19][C:18]([C:21]4[S:22][C:23]([Cl:39])=[CH:24][C:25]=4[NH:26][C:27]([O:29][C@@H:30]([C:32]4[CH:37]=[CH:36][C:35]([Cl:38])=[CH:34][CH:33]=4)[CH3:31])=[O:28])=[CH:17][C:16]=3[O:40][CH3:41])=[CH:11][CH:10]=2)[CH2:8][CH2:7]1)=[O:5])C.[OH-].[Na+].O1CCCC1.Cl. Given the product [Cl:39][C:23]1[S:22][C:21]([C:18]2[CH:19]=[CH:20][C:15]([C:12]3[CH:13]=[CH:14][C:9]([C:6]4([C:4]([OH:5])=[O:3])[CH2:7][CH2:8]4)=[CH:10][CH:11]=3)=[C:16]([O:40][CH3:41])[CH:17]=2)=[C:25]([NH:26][C:27]([O:29][C@@H:30]([C:32]2[CH:37]=[CH:36][C:35]([Cl:38])=[CH:34][CH:33]=2)[CH3:31])=[O:28])[CH:24]=1, predict the reactants needed to synthesize it. (8) Given the product [Br:1][C:2]1[CH:3]=[C:4]([CH:5]=[CH:6][CH:7]=1)[O:8][CH2:9][CH2:10][CH2:11][N:27]1[CH2:28][CH2:29][CH:24]([C:20]2[CH:19]=[C:18]([NH:17][C:15](=[O:16])[CH:14]([CH3:13])[CH3:30])[CH:23]=[CH:22][CH:21]=2)[CH2:25][CH2:26]1, predict the reactants needed to synthesize it. The reactants are: [Br:1][C:2]1[CH:7]=[CH:6][CH:5]=[C:4]([O:8][CH2:9][CH2:10][CH2:11]Cl)[CH:3]=1.[CH3:13][CH:14]([CH3:30])[C:15]([NH:17][C:18]1[CH:23]=[CH:22][CH:21]=[C:20]([CH:24]2[CH2:29][CH2:28][NH:27][CH2:26][CH2:25]2)[CH:19]=1)=[O:16]. (9) Given the product [CH2:2]([N:15]1[C:19]([C:20]2[CH:21]=[C:22]([C:26]3[CH:27]=[CH:28][C:29]4[O:33][C:32]([C:34]5[CH:39]=[CH:38][C:37]([F:40])=[CH:36][CH:35]=5)=[C:31]([C:41]([NH:43][CH3:44])=[O:42])[C:30]=4[CH:45]=3)[CH:23]=[CH:24][CH:25]=2)=[CH:18][CH:17]=[N:16]1)[C:3]1[CH:8]=[CH:7][CH:6]=[CH:5][CH:4]=1, predict the reactants needed to synthesize it. The reactants are: Br[CH2:2][C:3]1[CH:8]=[CH:7][CH:6]=[CH:5][CH:4]=1.C([O-])([O-])=O.[Na+].[Na+].[NH:15]1[C:19]([C:20]2[CH:21]=[C:22]([C:26]3[CH:27]=[CH:28][C:29]4[O:33][C:32]([C:34]5[CH:39]=[CH:38][C:37]([F:40])=[CH:36][CH:35]=5)=[C:31]([C:41]([NH:43][CH3:44])=[O:42])[C:30]=4[CH:45]=3)[CH:23]=[CH:24][CH:25]=2)=[CH:18][CH:17]=[N:16]1.